From a dataset of Catalyst prediction with 721,799 reactions and 888 catalyst types from USPTO. Predict which catalyst facilitates the given reaction. Reactant: [CH3:1][S:2][C:3]1[C:4]([C:8]2[CH:9]=[N:10][CH:11]=[CH:12][CH:13]=2)=[N:5][NH:6][CH:7]=1.[F:14][C:15]([F:27])=[CH:16][CH2:17]CSSC[CH2:17][CH:16]=[C:15]([F:27])[F:14].BrC1C(C2C=NC=CC=2)=NNC=1. Product: [F:14][C:15]([F:27])=[CH:16][CH2:17][CH2:1][S:2][C:3]1[C:4]([C:8]2[CH:9]=[N:10][CH:11]=[CH:12][CH:13]=2)=[N:5][NH:6][CH:7]=1. The catalyst class is: 13.